Dataset: Reaction yield outcomes from USPTO patents with 853,638 reactions. Task: Predict the reaction yield, written as a fraction of the theoretical maximum amount of product (1.0 means a 100% yield; for example, 0.34 means a 34% yield). The reactants are [NH2:1][C:2]1[C:7]([C:8]2[N:17]([C:18]3[CH:23]=[CH:22][C:21]([C:24]4([NH:28][C:29](=[O:35])[O:30][C:31]([CH3:34])([CH3:33])[CH3:32])[CH2:27][CH2:26][CH2:25]4)=[CH:20][CH:19]=3)[C:11]3=[N:12][C:13](Cl)=[CH:14][CH:15]=[C:10]3[N:9]=2)=[CH:6][CH:5]=[CH:4][N:3]=1.[CH3:36][C@H:37]1[O:42][C@@H:41]([CH3:43])[CH2:40][N:39]([C:44]2[CH:49]=[CH:48][CH:47]=[C:46](B3OC(C)(C)C(C)(C)O3)[CH:45]=2)[CH2:38]1.[OH-].[Na+]. The catalyst is COCCOC.C(Cl)Cl.C1C=CC(P(C2C=CC=CC=2)[C-]2C=CC=C2)=CC=1.C1C=CC(P(C2C=CC=CC=2)[C-]2C=CC=C2)=CC=1.Cl[Pd]Cl.[Fe+2]. The product is [NH2:1][C:2]1[C:7]([C:8]2[N:17]([C:18]3[CH:23]=[CH:22][C:21]([C:24]4([NH:28][C:29](=[O:35])[O:30][C:31]([CH3:34])([CH3:33])[CH3:32])[CH2:27][CH2:26][CH2:25]4)=[CH:20][CH:19]=3)[C:11]3=[N:12][C:13]([C:46]4[CH:47]=[CH:48][CH:49]=[C:44]([N:39]5[CH2:40][C@H:41]([CH3:43])[O:42][C@H:37]([CH3:36])[CH2:38]5)[CH:45]=4)=[CH:14][CH:15]=[C:10]3[N:9]=2)=[CH:6][CH:5]=[CH:4][N:3]=1. The yield is 0.441.